This data is from Reaction yield outcomes from USPTO patents with 853,638 reactions. The task is: Predict the reaction yield, written as a fraction of the theoretical maximum amount of product (1.0 means a 100% yield; for example, 0.34 means a 34% yield). (1) The product is [NH2:18][C:15]1[CH:14]=[CH:13][C:12]([CH2:11][C:10]([NH:9][C:6]2[CH:5]=[CH:4][C:3]([O:2][CH3:1])=[CH:8][CH:7]=2)=[O:21])=[CH:17][CH:16]=1. The catalyst is [Pd].CCO. The yield is 0.950. The reactants are [CH3:1][O:2][C:3]1[CH:8]=[CH:7][C:6]([NH:9][C:10](=[O:21])[CH2:11][C:12]2[CH:17]=[CH:16][C:15]([N+:18]([O-])=O)=[CH:14][CH:13]=2)=[CH:5][CH:4]=1. (2) The reactants are P(Br)(Br)[Br:2].[CH3:5][O:6][C:7](=[O:18])[C:8]1[CH:13]=[CH:12][CH:11]=[C:10]([CH:14](O)[CH2:15][CH3:16])[CH:9]=1.C([O-])(O)=O.[Na+]. The catalyst is C(Cl)Cl. The product is [CH3:5][O:6][C:7](=[O:18])[C:8]1[CH:13]=[CH:12][CH:11]=[C:10]([CH:14]([Br:2])[CH2:15][CH3:16])[CH:9]=1. The yield is 0.660. (3) The reactants are [NH2:1][C:2]1[N:7]([CH2:8][C:9]2[CH:14]=[N:13][C:12]([CH3:15])=[CH:11][N:10]=2)[C:6](=[S:16])[NH:5][C:4](=[O:17])[CH:3]=1.[N:18]([O-])=O.[Na+].S(S([O-])=O)([O-])=O.[Na+].[Na+]. The catalyst is C(O)(=O)C.O. The product is [NH2:18][C:3]1[C:4](=[O:17])[NH:5][C:6](=[S:16])[N:7]([CH2:8][C:9]2[CH:14]=[N:13][C:12]([CH3:15])=[CH:11][N:10]=2)[C:2]=1[NH2:1]. The yield is 0.570.